Dataset: Cav3 T-type calcium channel HTS with 100,875 compounds. Task: Binary Classification. Given a drug SMILES string, predict its activity (active/inactive) in a high-throughput screening assay against a specified biological target. The molecule is s1c2ncn(CC(=O)N3CCC(CC3)C)c(=O)c2c(c1C(=O)NC(C)C)C. The result is 0 (inactive).